From a dataset of Peptide-MHC class II binding affinity with 134,281 pairs from IEDB. Regression. Given a peptide amino acid sequence and an MHC pseudo amino acid sequence, predict their binding affinity value. This is MHC class II binding data. (1) The peptide sequence is GLKTRQEKWMTGRMG. The MHC is HLA-DQA10201-DQB10402 with pseudo-sequence HLA-DQA10201-DQB10402. The binding affinity (normalized) is 0.230. (2) The peptide sequence is YEGQRVVFIQPSPVRD. The MHC is DRB1_1101 with pseudo-sequence DRB1_1101. The binding affinity (normalized) is 0.211. (3) The peptide sequence is QLKEYVWKTLKSGKV. The MHC is DRB1_0401 with pseudo-sequence DRB1_0401. The binding affinity (normalized) is 0.658. (4) The peptide sequence is LDAAYSVAYKAAVGA. The MHC is HLA-DQA10301-DQB10302 with pseudo-sequence HLA-DQA10301-DQB10302. The binding affinity (normalized) is 0.290. (5) The peptide sequence is FQEFMIVPSGAPSFT. The MHC is HLA-DQA10101-DQB10501 with pseudo-sequence HLA-DQA10101-DQB10501. The binding affinity (normalized) is 0.371. (6) The peptide sequence is TTAAGAASGAATVAA. The MHC is HLA-DQA10501-DQB10301 with pseudo-sequence HLA-DQA10501-DQB10301. The binding affinity (normalized) is 0.938. (7) The peptide sequence is YDKFLANVSLVLTGK. The binding affinity (normalized) is 0.566. The MHC is DRB1_0401 with pseudo-sequence DRB1_0401. (8) The peptide sequence is SERPAIVPPADKYRT. The MHC is HLA-DPA10103-DPB10201 with pseudo-sequence HLA-DPA10103-DPB10201. The binding affinity (normalized) is 0.0904. (9) The MHC is DRB5_0101 with pseudo-sequence DRB5_0101. The binding affinity (normalized) is 0.374. The peptide sequence is EFRNDWILESDHLIS.